Dataset: TCR-epitope binding with 47,182 pairs between 192 epitopes and 23,139 TCRs. Task: Binary Classification. Given a T-cell receptor sequence (or CDR3 region) and an epitope sequence, predict whether binding occurs between them. (1) The epitope is FLPRVFSAV. The TCR CDR3 sequence is CASSLEVNEQFF. Result: 1 (the TCR binds to the epitope). (2) The epitope is TPINLVRDL. The TCR CDR3 sequence is CASSQGVPSTEAFF. Result: 0 (the TCR does not bind to the epitope).